From a dataset of Catalyst prediction with 721,799 reactions and 888 catalyst types from USPTO. Predict which catalyst facilitates the given reaction. (1) Reactant: [CH3:1][N:2]1[CH2:7][CH2:6][NH:5][CH2:4][CH2:3]1.C(N(CC)CC)C.Cl[C:16]1[C:21]([CH:22]([CH2:27][CH2:28][CH3:29])[C:23]([O:25][CH3:26])=[O:24])=[C:20]([CH3:30])[N:19]=[C:18]([C:31]2[CH:36]=[CH:35][CH:34]=[CH:33][CH:32]=2)[N:17]=1. Product: [CH3:30][C:20]1[C:21]([CH:22]([CH2:27][CH2:28][CH3:29])[C:23]([O:25][CH3:26])=[O:24])=[C:16]([N:5]2[CH2:6][CH2:7][N:2]([CH3:1])[CH2:3][CH2:4]2)[N:17]=[C:18]([C:31]2[CH:36]=[CH:35][CH:34]=[CH:33][CH:32]=2)[N:19]=1. The catalyst class is: 685. (2) Reactant: CCN(C(C)C)C(C)C.[OH:10][C:11]1[C:20]2[C:15](=[CH:16][C:17]([C:21]([F:24])([F:23])[F:22])=[CH:18][CH:19]=2)[C:14]([CH3:26])([CH3:25])[C:13](=[O:27])[C:12]=1[C:28](OCC)=[O:29].Cl.[C:34]([O:38][C:39](=[O:42])[CH2:40][NH2:41])([CH3:37])([CH3:36])[CH3:35]. Product: [F:22][C:21]([F:24])([F:23])[C:17]1[CH:16]=[C:15]2[C:20]([C:11]([OH:10])=[C:12]([C:28]([NH:41][CH2:40][C:39]([O:38][C:34]([CH3:37])([CH3:36])[CH3:35])=[O:42])=[O:29])[C:13](=[O:27])[C:14]2([CH3:26])[CH3:25])=[CH:19][CH:18]=1. The catalyst class is: 12. (3) Reactant: [AlH4-].[Li+].[CH2:3]([P:5]([CH2:12][CH:13]([CH3:16])[CH:14]=[O:15])(=[O:11])[O:6][CH2:7][CH2:8][CH2:9][CH3:10])[CH3:4].O. Product: [CH2:3]([P:5]([CH2:12][CH:13]([CH3:16])[CH2:14][OH:15])(=[O:11])[O:6][CH2:7][CH2:8][CH2:9][CH3:10])[CH3:4]. The catalyst class is: 27. (4) Reactant: S(OC)(O[CH3:5])(=O)=O.[Cl:8][C:9]1[CH:14]=[CH:13][C:12]([N:15]2[C:23](=[O:24])[C:22]3[C@@H:21]4[C:25]([CH3:27])([CH3:26])[C@@:18]([CH3:28])([CH2:19][CH2:20]4)[C:17]=3[NH:16]2)=[CH:11][CH:10]=1. Product: [Cl:8][C:9]1[CH:14]=[CH:13][C:12]([N:15]2[C:23](=[O:24])[C:22]3[C@@H:21]4[C:25]([CH3:27])([CH3:26])[C@@:18]([CH3:28])([CH2:19][CH2:20]4)[C:17]=3[N:16]2[CH3:5])=[CH:11][CH:10]=1. The catalyst class is: 74. (5) Reactant: [NH:1]1[CH:5]=[CH:4][N:3]=[C:2]1[C:6]1[CH:7]=[CH:8][C:9]([CH3:30])=[C:10]([NH:12][C:13](=[O:29])[C:14]2[CH:19]=[CH:18][C:17]([O:20][CH2:21][C:22]3[CH:27]=[C:26](Cl)[CH:25]=[CH:24][N:23]=3)=[CH:16][CH:15]=2)[CH:11]=1.[CH3:31][O-:32].[Na+]. Product: [NH:1]1[CH:5]=[CH:4][N:3]=[C:2]1[C:6]1[CH:7]=[CH:8][C:9]([CH3:30])=[C:10]([NH:12][C:13](=[O:29])[C:14]2[CH:19]=[CH:18][C:17]([O:20][CH2:21][C:22]3[CH:27]=[C:26]([O:32][CH3:31])[CH:25]=[CH:24][N:23]=3)=[CH:16][CH:15]=2)[CH:11]=1. The catalyst class is: 5. (6) Reactant: C([O:8][C:9]1[CH:33]=[CH:32][C:12](/[CH:13]=[CH:14]/[C:15]2[CH:16]=[N:17][C:18]([NH:21][C:22]3[CH:27]=[CH:26][C:25]([O:28][CH:29]([F:31])[F:30])=[CH:24][CH:23]=3)=[N:19][CH:20]=2)=[CH:11][CH:10]=1)C1C=CC=CC=1. Product: [F:31][CH:29]([F:30])[O:28][C:25]1[CH:26]=[CH:27][C:22]([NH:21][C:18]2[N:17]=[CH:16][C:15]([CH2:14][CH2:13][C:12]3[CH:11]=[CH:10][C:9]([OH:8])=[CH:33][CH:32]=3)=[CH:20][N:19]=2)=[CH:23][CH:24]=1. The catalyst class is: 19. (7) Reactant: [CH3:1][C:2]1([CH3:28])[C@H:7]([NH:8][C:9]2[C:10]3[N:11]([CH:18]=[C:19]([C:21]4[CH:22]=[N:23][N:24]([CH2:26][CH3:27])[CH:25]=4)[N:20]=3)[N:12]=[CH:13][C:14]=2[C:15]([NH2:17])=[O:16])[CH2:6][CH2:5][NH:4][CH2:3]1.C(O)(C(F)(F)F)=O.CCN(C(C)C)C(C)C.Cl[C:46]1[N:51]=[N:50][C:49]([C:52]#[N:53])=[CH:48][CH:47]=1. Product: [C:52]([C:49]1[N:50]=[N:51][C:46]([N:4]2[CH2:5][CH2:6][C@@H:7]([NH:8][C:9]3[C:10]4[N:11]([CH:18]=[C:19]([C:21]5[CH:22]=[N:23][N:24]([CH2:26][CH3:27])[CH:25]=5)[N:20]=4)[N:12]=[CH:13][C:14]=3[C:15]([NH2:17])=[O:16])[C:2]([CH3:28])([CH3:1])[CH2:3]2)=[CH:47][CH:48]=1)#[N:53]. The catalyst class is: 121. (8) Reactant: [N+:1]([C:4]1[CH:5]=[CH:6][C:7]([N:10]2[CH2:15][CH2:14][CH2:13][CH2:12][CH2:11]2)=[N:8][CH:9]=1)([O-])=O.[C:16]([O:20][C:21](O[C:21]([O:20][C:16]([CH3:19])([CH3:18])[CH3:17])=[O:22])=[O:22])([CH3:19])([CH3:18])[CH3:17].[H][H]. Product: [C:16]([O:20][C:21](=[O:22])[NH:1][C:4]1[CH:5]=[CH:6][C:7]([N:10]2[CH2:15][CH2:14][CH2:13][CH2:12][CH2:11]2)=[N:8][CH:9]=1)([CH3:19])([CH3:18])[CH3:17]. The catalyst class is: 663. (9) Reactant: Cl.[N:2]1[C:7]2[CH:8]=[CH:9][S:10][C:6]=2[C:5]([N:11]2[CH2:15][CH2:14][CH:13]([NH2:16])[CH2:12]2)=[N:4][CH:3]=1.C(N(C(C)C)CC)(C)C.[O:26]([C:33]1[CH:38]=[CH:37][C:36]([N:39]=[C:40]=[O:41])=[CH:35][CH:34]=1)[C:27]1[CH:32]=[CH:31][CH:30]=[CH:29][CH:28]=1.Cl. Product: [O:26]([C:33]1[CH:34]=[CH:35][C:36]([NH:39][C:40]([NH:16][CH:13]2[CH2:14][CH2:15][N:11]([C:5]3[C:6]4[S:10][CH:9]=[CH:8][C:7]=4[N:2]=[CH:3][N:4]=3)[CH2:12]2)=[O:41])=[CH:37][CH:38]=1)[C:27]1[CH:28]=[CH:29][CH:30]=[CH:31][CH:32]=1. The catalyst class is: 2. (10) Reactant: [NH2:1][CH2:2][C:3]1[CH:30]=[CH:29][C:6]([C:7]([NH:9][C:10]2[CH:15]=[CH:14][C:13]([Cl:16])=[CH:12][C:11]=2[N:17]2[CH2:22][CH2:21][N:20]([CH2:23][CH2:24][C:25]([F:28])([F:27])[F:26])[CH2:19][CH2:18]2)=[O:8])=[C:5]([F:31])[CH:4]=1.[C:32](=O)(ON1C(=O)CCC1=O)[O:33]N1C(=O)CCC1=O.[NH:50]1[CH2:55][CH2:54][NH:53][CH2:52][CH2:51]1.O. Product: [Cl:16][C:13]1[CH:14]=[CH:15][C:10]([NH:9][C:7]([C:6]2[CH:29]=[CH:30][C:3]([CH2:2][NH:1][C:32]([N:50]3[CH2:55][CH2:54][NH:53][CH2:52][CH2:51]3)=[O:33])=[CH:4][C:5]=2[F:31])=[O:8])=[C:11]([N:17]2[CH2:18][CH2:19][N:20]([CH2:23][CH2:24][C:25]([F:27])([F:26])[F:28])[CH2:21][CH2:22]2)[CH:12]=1. The catalyst class is: 3.